The task is: Predict the reactants needed to synthesize the given product.. This data is from Full USPTO retrosynthesis dataset with 1.9M reactions from patents (1976-2016). Given the product [Br:16][CH2:14][C:13]([C:10]1[CH:11]=[N:12][C:7]([N:5]2[CH:6]=[C:2]([CH3:1])[N:3]=[CH:4]2)=[CH:8][CH:9]=1)=[O:15], predict the reactants needed to synthesize it. The reactants are: [CH3:1][C:2]1[N:3]=[CH:4][N:5]([C:7]2[N:12]=[CH:11][C:10]([C:13](=[O:15])[CH3:14])=[CH:9][CH:8]=2)[CH:6]=1.[Br:16]Br.